This data is from Experimentally validated miRNA-target interactions with 360,000+ pairs, plus equal number of negative samples. The task is: Binary Classification. Given a miRNA mature sequence and a target amino acid sequence, predict their likelihood of interaction. (1) The miRNA is hsa-miR-4278 with sequence CUAGGGGGUUUGCCCUUG. The protein sequence of the target gene is MILNSLSLCYHNKLILAPMVRVGTLPMRLLALDYGADIVYCEELIDLKMIQCKRVVNEVLSTVDFVAPDDRVVFRTCEREQNRVVFQMGTSDAERALAVARLVENDVAGIDVNMGCPKQYSTKGGMGAALLSDPDKIEKILSTLVKGTRRPVTCKIRILPSLEDTLSLVKRIERTGIAAIAVHGRKREERPQHPVSCEVIKAIADTLSIPVIANGGSHDHIQQYSDIEDFRQATAASSVMVARAAMWNPSIFLKEGLRPLEEVMQKYIRYAVQYDNHYTNTKYCLCQMLREQLESPQGRL.... Result: 1 (interaction). (2) The miRNA is hsa-miR-1277-5p with sequence AAAUAUAUAUAUAUAUGUACGUAU. The protein sequence of the target gene is MSSAPTTPPSVDKVDGFSRKSVRKARQKRSQSSSQFRSQGKPIELTPLPLLKDVPSSEQPELFLKKLQQCCVIFDFMDTLSDLKMKEYKRSTLNELVDYITISRGCLTEQTYPEVVRMVSCNIFRTLPPSDSNEFDPEEDEPTLEASWPHLQLVYEFFIRFLESQEFQPSIAKKYIDQKFVLQLLELFDSEDPRERDYLKTVLHRIYGKFLGLRAFIRKQINNIFLRFVYETEHFNGVAELLEILGSIINGFALPLKAEHKQFLVKVLIPLHTVRSLSLFHAQLAYCIVQFLEKDPSLTE.... Result: 1 (interaction). (3) The miRNA is hsa-miR-4662a-3p with sequence AAAGAUAGACAAUUGGCUAAAU. The protein sequence of the target gene is MARKALKLASWTSMALAASGIYFYSNKYLDPNDFGAVRVGRAVATTAVISYDYLTSLKSVPYGSEEYLQLRSKSWPVFLQVHLRSARRLCELCCANRGTFIKVGQHLGALDYLLPEEYTSTLKVLHSQAPQSSMQEIRQVIREDLGKEIHDLFQSFDDTPLGTASLAQVHKAVLHDGRTVAVKVQHPKVRAQSSKDILLMEVLVLAVKQLFPEFEFMWLVDEAKKNLPLELDFLNEGRNAEKVSQMLRHFDFLKVPRIHWDLSTERVLLMEFVDGGQVNDRDYMERNKIDVNEISRHLGK.... Result: 0 (no interaction). (4) The miRNA is hsa-miR-5190 with sequence CCAGUGACUGAGCUGGAGCCA. The protein sequence of the target gene is MMATGTPESQARFGQSVKGLLTEKVTTCGTDVIALTKQVLKGSRSSELLGQAARNMVLQEDAILHSEDSLRKMAIITTHLQYQQEAIQKNVEQSSDLQDQLNHLLK. Result: 0 (no interaction).